Dataset: Drug-target binding data from BindingDB using Kd measurements. Task: Regression. Given a target protein amino acid sequence and a drug SMILES string, predict the binding affinity score between them. We predict pKd (pKd = -log10(Kd in M); higher means stronger binding). Dataset: bindingdb_kd. (1) The drug is Oc1ccc(-c2ccc(O)cc2)cc1. The target protein (Q15382) has sequence MPQSKSRKIAILGYRSVGKSSLTIQFVEGQFVDSYDPTIENTFTKLITVNGQEYHLQLVDTAGQDEYSIFPQTYSIDINGYILVYSVTSIKSFEVIKVIHGKLLDMVGKVQIPIMLVGNKKDLHMERVISYEEGKALAESWNAAFLESSAKENQTAVDVFRRIILEAEKMDGAASQGKSSCSVM. The pKd is 2.8. (2) The compound is C[C@@H]1CCN(C(=O)CC#N)C[C@@H]1N(C)c1ncnc2[nH]ccc12. The target protein (Q96NX5) has sequence MGRKEEDDCSSWKKQTTNIRKTFIFMEVLGSGAFSEVFLVKQRLTGKLFALKCIKKSPAFRDSSLENEIAVLKKIKHENIVTLEDIYESTTHYYLVMQLVSGGELFDRILERGVYTEKDASLVIQQVLSAVKYLHENGIVHRDLKPENLLYLTPEENSKIMITDFGLSKMEQNGIMSTACGTPGYVAPEVLAQKPYSKAVDCWSIGVITYILLCGYPPFYEETESKLFEKIKEGYYEFESPFWDDISESAKDFICHLLEKDPNERYTCEKALSHPWIDGNTALHRDIYPSVSLQIQKNFAKSKWRQAFNAAAVVHHMRKLHMNLHSPGVRPEVENRPPETQASETSRPSSPEITITEAPVLDHSVALPALTQLPCQHGRRPTAPGGRSLNCLVNGSLHISSSLVPMHQGSLAAGPCGCCSSCLNIGSKGKSSYCSEPTLLKKANKKQNFKSEVMVPVKASGSSHCRAGQTGVCLIM. The pKd is 5.0. (3) The compound is Cn1c(Nc2ccc(C(F)(F)F)cc2)nc2cc(Oc3ccnc(-c4ncc(C(F)(F)F)[nH]4)c3)ccc21. The target protein (Q9UPZ9) has sequence MNRYTTIRQLGDGTYGSVLLGRSIESGELIAIKKMKRKFYSWEECMNLREVKSLKKLNHANVVKLKEVIRENDHLYFIFEYMKENLYQLIKERNKLFPESAIRNIMYQILQGLAFIHKHGFFHRDLKPENLLCMGPELVKIADFGLAREIRSKPPYTDYVSTRWYRAPEVLLRSTNYSSPIDVWAVGCIMAEVYTLRPLFPGASEIDTIFKICQVLGTPKKTDWPEGYQLSSAMNFRWPQCVPNNLKTLIPNASSEAVQLLRDMLQWDPKKRPTASQALRYPYFQVGHPLGSTTQNLQDSEKPQKGILEKAGPPPYIKPVPPAQPPAKPHTRISSRQHQASQPPLHLTYPYKAEVSRTDHPSHLQEDKPSPLLFPSLHNKHPQSKITAGLEHKNGEIKPKSRRRWGLISRSTKDSDDWADLDDLDFSPSLSRIDLKNKKRQSDDTLCRFESVLDLKPSEPVGTGNSAPTQTSYQRRDTPTLRSAAKQHYLKHSRYLPGIS.... The pKd is 5.0.